This data is from Forward reaction prediction with 1.9M reactions from USPTO patents (1976-2016). The task is: Predict the product of the given reaction. (1) Given the reactants [C:1]([O:5][C:6]([N:8]1[CH2:12][CH2:11][C@@H:10]([N:13]([C:24]2[CH:29]=[CH:28][C:27]([N:30]3[CH2:34][C@H:33]([CH2:35][N:36]=[N+]=[N-])[O:32][C:31]3=[O:39])=[CH:26][C:25]=2[F:40])C(OCC2C=CC=CC=2)=O)[CH2:9]1)=[O:7])([CH3:4])([CH3:3])[CH3:2].[C:41](OCC)(=[O:43])[CH3:42], predict the reaction product. The product is: [C:1]([O:5][C:6]([N:8]1[CH2:12][CH2:11][C@@H:10]([NH:13][C:24]2[CH:29]=[CH:28][C:27]([N:30]3[CH2:34][C@H:33]([CH2:35][NH:36][C:41](=[O:43])[CH3:42])[O:32][C:31]3=[O:39])=[CH:26][C:25]=2[F:40])[CH2:9]1)=[O:7])([CH3:2])([CH3:3])[CH3:4]. (2) Given the reactants [CH2:1]([OH:7])[CH2:2][O:3][CH2:4][CH2:5][OH:6].Cl[C:9](OCC)=[O:10].C(N(CC)CC)C, predict the reaction product. The product is: [O:6]1[CH2:5][CH2:4][O:3][CH2:2][CH2:1][O:7][C:9]1=[O:10]. (3) Given the reactants [F:1][C:2]1[CH:3]=[CH:4][C:5]([CH2:40][C:41]([O:43][CH3:44])=[O:42])=[C:6]([C:8]#[C:9][C:10]2[C:15]([C:16]([F:19])([F:18])[F:17])=[CH:14][N:13]=[C:12]([NH:20][C:21]3[CH:26]=[CH:25][C:24]([CH:27]4[CH2:32][CH2:31][N:30]([C:33]([O:35][C:36]([CH3:39])([CH3:38])[CH3:37])=[O:34])[CH2:29][CH2:28]4)=[CH:23][CH:22]=3)[N:11]=2)[CH:7]=1, predict the reaction product. The product is: [F:1][C:2]1[CH:3]=[CH:4][C:5]([CH2:40][C:41]([O:43][CH3:44])=[O:42])=[C:6]([CH:7]=1)[CH2:8][CH2:9][C:10]1[C:15]([C:16]([F:18])([F:19])[F:17])=[CH:14][N:13]=[C:12]([NH:20][C:21]2[CH:22]=[CH:23][C:24]([CH:27]3[CH2:28][CH2:29][N:30]([C:33]([O:35][C:36]([CH3:38])([CH3:39])[CH3:37])=[O:34])[CH2:31][CH2:32]3)=[CH:25][CH:26]=2)[N:11]=1.